From a dataset of Reaction yield outcomes from USPTO patents with 853,638 reactions. Predict the reaction yield, written as a fraction of the theoretical maximum amount of product (1.0 means a 100% yield; for example, 0.34 means a 34% yield). (1) The reactants are [Br:1][C:2]1[CH:3]=[C:4]([C:7](=[O:9])[CH3:8])[S:5][CH:6]=1.CO[CH:12](OC)[N:13]([CH3:15])[CH3:14]. No catalyst specified. The product is [Br:1][C:2]1[CH:3]=[C:4]([C:7](=[O:9])[CH:8]=[CH:12][N:13]([CH3:15])[CH3:14])[S:5][CH:6]=1. The yield is 0.990. (2) The reactants are [CH3:1][C:2]([C:5]1[NH:36][C:8]2=[N:9][CH:10]=[CH:11][C:12]([C:13]3[CH:18]=[CH:17][C:16]([S:19]([NH:22][CH:23]4[CH2:28][CH2:27][N:26](C(OC(C)(C)C)=O)[CH2:25][CH2:24]4)(=[O:21])=[O:20])=[CH:15][CH:14]=3)=[C:7]2[CH:6]=1)([CH3:4])[CH3:3].[ClH:37]. No catalyst specified. The product is [ClH:37].[ClH:37].[CH3:4][C:2]([C:5]1[NH:36][C:8]2=[N:9][CH:10]=[CH:11][C:12]([C:13]3[CH:14]=[CH:15][C:16]([S:19]([NH:22][CH:23]4[CH2:28][CH2:27][NH:26][CH2:25][CH2:24]4)(=[O:20])=[O:21])=[CH:17][CH:18]=3)=[C:7]2[CH:6]=1)([CH3:1])[CH3:3]. The yield is 0.970. (3) The yield is 0.960. The reactants are [C:1]([O:5][C:6]([N:8]1[CH2:11][CH:10]([C:12](=[O:17])NCOC)[CH2:9]1)=[O:7])([CH3:4])([CH3:3])[CH3:2].[CH:18]([Mg]Cl)([CH3:20])[CH3:19]. The product is [C:1]([O:5][C:6]([N:8]1[CH2:9][CH:10]([C:12](=[O:17])[CH:18]([CH3:20])[CH3:19])[CH2:11]1)=[O:7])([CH3:2])([CH3:3])[CH3:4]. The catalyst is O1CCCC1.